Predict which catalyst facilitates the given reaction. From a dataset of Catalyst prediction with 721,799 reactions and 888 catalyst types from USPTO. (1) Reactant: [CH3:1][O:2][C:3](=[O:14])[C:4](=[CH2:13])[CH:5](OC(=O)C)[CH2:6][CH2:7][CH3:8].[CH2:15]([O:22][NH2:23])[C:16]1[CH:21]=[CH:20][CH:19]=[CH:18][CH:17]=1. Product: [CH3:1][O:2][C:3](=[O:14])[C:4]([CH2:13][NH:23][O:22][CH2:15][C:16]1[CH:21]=[CH:20][CH:19]=[CH:18][CH:17]=1)=[CH:5][CH2:6][CH2:7][CH3:8]. The catalyst class is: 1. (2) Reactant: [H-].[Na+].[NH:3]1[C:11]2[C:6](=[CH:7][CH:8]=[CH:9][CH:10]=2)[C:5]([C:12]([NH2:14])=[O:13])=[CH:4]1.[CH2:15]([S:19][C:20]1[N:25]=[C:24](Cl)[CH:23]=[CH:22][N:21]=1)[CH2:16][CH2:17][CH3:18].O. Product: [CH2:15]([S:19][C:20]1[N:21]=[C:22]([N:3]2[C:11]3[C:6](=[CH:7][CH:8]=[CH:9][CH:10]=3)[C:5]([C:12]([NH2:14])=[O:13])=[CH:4]2)[CH:23]=[CH:24][N:25]=1)[CH2:16][CH2:17][CH3:18]. The catalyst class is: 3. (3) Reactant: [CH2:1]1[C:9]2[C:4](=[CH:5][C:6]([NH2:10])=[CH:7][CH:8]=2)[CH2:3][CH2:2]1.[Cl:11][C:12]1[C:21]2[C:16](=[C:17]([I:23])[C:18]([CH3:22])=[CH:19][CH:20]=2)[N:15]=[CH:14][N:13]=1.CC(O)C. Product: [ClH:11].[CH2:1]1[C:9]2[C:4](=[CH:5][C:6]([NH:10][C:12]3[C:21]4[C:16](=[C:17]([I:23])[C:18]([CH3:22])=[CH:19][CH:20]=4)[N:15]=[CH:14][N:13]=3)=[CH:7][CH:8]=2)[CH2:3][CH2:2]1. The catalyst class is: 25. (4) Reactant: [CH2:1]([N:8]1[CH2:13][CH2:12][CH:11]([CH3:14])[C:10](=O)[CH2:9]1)[C:2]1[CH:7]=[CH:6][CH:5]=[CH:4][CH:3]=1.CO.C(O)(=O)C.[CH3:22][NH2:23]. Product: [CH2:1]([N:8]1[CH2:13][CH2:12][CH:11]([CH3:14])[CH:10]([NH:23][CH3:22])[CH2:9]1)[C:2]1[CH:7]=[CH:6][CH:5]=[CH:4][CH:3]=1. The catalyst class is: 7. (5) Reactant: [CH3:1]C(C)([O-])C.[K+].[Br:7][C:8]1[CH:13]=[CH:12][C:11]([C:14]2[O:18][N:17]=[C:16]([CH3:19])[C:15]=2[CH:20]=O)=[CH:10][CH:9]=1. Product: [Br:7][C:8]1[CH:13]=[CH:12][C:11]([C:14]2[O:18][N:17]=[C:16]([CH3:19])[C:15]=2[CH:20]=[CH2:1])=[CH:10][CH:9]=1. The catalyst class is: 307. (6) Reactant: [CH3:1][C:2]1[C:3](=[O:9])[NH:4][C:5](=[O:8])[NH:6][CH:7]=1.C([O-])([O-])=O.[K+].[K+].Br[CH2:17][CH2:18][CH2:19][CH:20]([Cl:22])[CH3:21].O. Product: [Cl:22][CH:20]([CH3:21])[CH2:19][CH2:18][CH2:17][N:6]1[CH:7]=[C:2]([CH3:1])[C:3](=[O:9])[NH:4][C:5]1=[O:8]. The catalyst class is: 3. (7) Reactant: [NH:1]1[CH2:6][CH2:5][CH:4]([NH:7][C:8](=[O:14])[O:9][C:10]([CH3:13])([CH3:12])[CH3:11])[CH2:3][CH2:2]1.[CH:15]([N:18]([C:20]1[CH:27]=[CH:26][CH:25]=[CH:24][C:21]=1[CH:22]=O)[CH3:19])([CH3:17])[CH3:16].[BH-](OC(C)=O)(OC(C)=O)OC(C)=O.[Na+].CC(O)=O. Product: [CH:15]([N:18]([C:20]1[CH:27]=[CH:26][CH:25]=[CH:24][C:21]=1[CH2:22][N:1]1[CH2:2][CH2:3][CH:4]([NH:7][C:8](=[O:14])[O:9][C:10]([CH3:11])([CH3:13])[CH3:12])[CH2:5][CH2:6]1)[CH3:19])([CH3:17])[CH3:16]. The catalyst class is: 2.